Predict the reaction yield, written as a fraction of the theoretical maximum amount of product (1.0 means a 100% yield; for example, 0.34 means a 34% yield). From a dataset of Reaction yield outcomes from USPTO patents with 853,638 reactions. The reactants are [N:1]([CH2:4][C@@H:5]([NH:13][C:14](=[O:20])[O:15][C:16]([CH3:19])([CH3:18])[CH3:17])[CH2:6][C@H:7]1[CH2:12][CH2:11][CH2:10][O:9][CH2:8]1)=[N+]=[N-]. The catalyst is CO.[Pd]. The product is [NH2:1][CH2:4][C@@H:5]([NH:13][C:14](=[O:20])[O:15][C:16]([CH3:18])([CH3:17])[CH3:19])[CH2:6][C@H:7]1[CH2:12][CH2:11][CH2:10][O:9][CH2:8]1. The yield is 0.860.